Dataset: Full USPTO retrosynthesis dataset with 1.9M reactions from patents (1976-2016). Task: Predict the reactants needed to synthesize the given product. Given the product [CH3:1][O:2][C:3](=[O:13])[CH:4]([NH2:11])[C:5]1[CH:10]=[CH:9][CH:8]=[CH:7][N:6]=1, predict the reactants needed to synthesize it. The reactants are: [CH3:1][O:2][C:3](=[O:13])[C:4](=[N:11]O)[C:5]1[CH:10]=[CH:9][CH:8]=[CH:7][N:6]=1.